Dataset: Forward reaction prediction with 1.9M reactions from USPTO patents (1976-2016). Task: Predict the product of the given reaction. (1) Given the reactants [CH3:1][O:2][C:3]1[CH:12]=[C:11]2[C:6]([CH:7]=[CH:8][C:9]([S:13]([OH:16])(=O)=[O:14])=[CH:10]2)=[CH:5][CH:4]=1.[Na].P(Cl)(Cl)(Cl)(Cl)[Cl:19], predict the reaction product. The product is: [CH3:1][O:2][C:3]1[CH:12]=[C:11]2[C:6]([CH:7]=[CH:8][C:9]([S:13]([Cl:19])(=[O:16])=[O:14])=[CH:10]2)=[CH:5][CH:4]=1. (2) Given the reactants C([N:4]1[C:8]2[CH:9]=[C:10]([F:30])[C:11]([C:14]3[CH:19]=[CH:18][C:17]([C:20]4[CH:25]=[CH:24][C:23]([C:26]([O:28][CH3:29])=[O:27])=[CH:22][CH:21]=4)=[CH:16][CH:15]=3)=[C:12]([F:13])[C:7]=2[N:6]=[C:5]1[O:31][C@H:32]1[CH2:36][O:35][CH:34]2[C@@H:37]([OH:40])[CH2:38][O:39][CH:33]12)C=C.CN1C(=O)CC(=O)N(C)C1=O, predict the reaction product. The product is: [F:13][C:12]1[C:7]2[N:6]=[C:5]([O:31][C@H:32]3[CH2:36][O:35][CH:34]4[C@@H:37]([OH:40])[CH2:38][O:39][CH:33]34)[NH:4][C:8]=2[CH:9]=[C:10]([F:30])[C:11]=1[C:14]1[CH:15]=[CH:16][C:17]([C:20]2[CH:25]=[CH:24][C:23]([C:26]([O:28][CH3:29])=[O:27])=[CH:22][CH:21]=2)=[CH:18][CH:19]=1. (3) Given the reactants [Br:1]N1C(=O)CCC1=O.[C:9]([N:13]([C:21]1[N:31]=[CH:30][C:29]2[C:28]3[S:32][CH:33]=[CH:34][C:27]=3[CH2:26][CH2:25][O:24][C:23]=2[CH:22]=1)[C:14](=[O:20])[O:15][C:16]([CH3:19])([CH3:18])[CH3:17])([CH3:12])([CH3:11])[CH3:10], predict the reaction product. The product is: [Br:1][C:33]1[S:32][C:28]2[C:29]3[CH:30]=[N:31][C:21]([N:13]([C:9]([CH3:10])([CH3:11])[CH3:12])[C:14](=[O:20])[O:15][C:16]([CH3:19])([CH3:18])[CH3:17])=[CH:22][C:23]=3[O:24][CH2:25][CH2:26][C:27]=2[CH:34]=1. (4) Given the reactants [CH3:1][C:2]1[CH:10]=[C:9]([CH:11]([N:13]2[CH2:18][CH2:17][CH2:16][CH2:15][CH2:14]2)C)[CH:8]=[CH:7][C:3]=1[C:4]([OH:6])=O.F[P-](F)(F)(F)(F)F.N1(OC(N(C)C)=[N+](C)C)C2N=CC=CC=2N=N1.C(N(CC)CC)C.[NH2:50][CH2:51][C:52]1[C:53]([OH:60])=[N:54][C:55]([CH3:59])=[CH:56][C:57]=1[CH3:58], predict the reaction product. The product is: [OH:60][C:53]1[C:52]([CH2:51][NH:50][C:4](=[O:6])[C:3]2[CH:7]=[CH:8][C:9]([CH2:11][N:13]3[CH2:14][CH2:15][CH2:16][CH2:17][CH2:18]3)=[CH:10][C:2]=2[CH3:1])=[C:57]([CH3:58])[CH:56]=[C:55]([CH3:59])[N:54]=1.